From a dataset of Catalyst prediction with 721,799 reactions and 888 catalyst types from USPTO. Predict which catalyst facilitates the given reaction. (1) Reactant: CO[C:3]1[CH:8]=[CH:7][N:6]=[CH:5][C:4]=1[N+:9]([O-:11])=[O:10].[CH2:12]([NH2:14])[CH3:13]. Product: [CH2:12]([NH:14][C:3]1[CH:8]=[CH:7][N:6]=[CH:5][C:4]=1[N+:9]([O-:11])=[O:10])[CH3:13]. The catalyst class is: 8. (2) Reactant: [CH:1]([C:3]1[CH:4]=[C:5]([CH:8]=[CH:9][CH:10]=1)[C:6]#[N:7])=[O:2].C(N(CC)CC)C.[CH3:18][O:19][P:20]([O-:23])[O:21][CH3:22]. Product: [CH3:18][O:19][P:20]([CH:1]([C:3]1[CH:10]=[CH:9][CH:8]=[C:5]([C:6]#[N:7])[CH:4]=1)[OH:2])(=[O:23])[O:21][CH3:22]. The catalyst class is: 13. (3) Product: [F:1][C:2]1[CH:10]=[C:9]2[C:5]([CH:6]=[CH:7][NH:8]2)=[CH:4][C:3]=1[N+:13]([O-:15])=[O:14]. Reactant: [F:1][C:2]1[CH:10]=[C:9]2[C:5]([C:6](=O)[C:7](=O)[NH:8]2)=[CH:4][C:3]=1[N+:13]([O-:15])=[O:14].B.O1CCCC1.O.Cl. The catalyst class is: 7. (4) Reactant: [CH2:1]([O:8][C:9]([N:11]1[CH2:16][CH2:15][N:14]([C:17]([CH:19]2[CH2:24][CH2:23][N:22](C(OC(C)(C)C)=O)[CH2:21][CH2:20]2)=[O:18])[CH2:13][CH2:12]1)=[O:10])[C:2]1[CH:7]=[CH:6][CH:5]=[CH:4][CH:3]=1.CO.C(Cl)(Cl)[Cl:35]. Product: [ClH:35].[NH:22]1[CH2:23][CH2:24][CH:19]([C:17]([N:14]2[CH2:13][CH2:12][N:11]([C:9]([O:8][CH2:1][C:2]3[CH:3]=[CH:4][CH:5]=[CH:6][CH:7]=3)=[O:10])[CH2:16][CH2:15]2)=[O:18])[CH2:20][CH2:21]1. The catalyst class is: 12. (5) Reactant: O[O:2][S:3]([O-:5])=O.[K+].[CH:7]1([CH2:10][N:11]2[C:16](=[O:17])[C:15]3[C:18]([C:39]4[CH:44]=[CH:43][CH:42]=[CH:41][CH:40]=4)=[C:19]([C:21]4[CH:26]=[CH:25][C:24]([C:27]5([NH:31][C:32](=[O:38])[O:33][C:34]([CH3:37])([CH3:36])[CH3:35])[CH2:30][CH2:29][CH2:28]5)=[CH:23][CH:22]=4)[O:20][C:14]=3[N:13]=[C:12]2SC)[CH2:9][CH2:8]1.[CH2:47]1COCC1. Product: [CH:7]1([CH2:10][N:11]2[C:16](=[O:17])[C:15]3[C:18]([C:39]4[CH:44]=[CH:43][CH:42]=[CH:41][CH:40]=4)=[C:19]([C:21]4[CH:22]=[CH:23][C:24]([C:27]5([NH:31][C:32](=[O:38])[O:33][C:34]([CH3:37])([CH3:36])[CH3:35])[CH2:28][CH2:29][CH2:30]5)=[CH:25][CH:26]=4)[O:20][C:14]=3[N:13]=[C:12]2[S:3]([CH3:47])(=[O:5])=[O:2])[CH2:8][CH2:9]1. The catalyst class is: 72. (6) Reactant: [Cl:1][C:2]1[CH:3]=[C:4]([C@@H:9]([C@H:21]2[CH2:25][CH2:24][CH2:23][N:22]2[CH3:26])[N:10]2C(=O)C3C(=CC=CC=3)C2=O)[CH:5]=[CH:6][C:7]=1[Cl:8].CO.C1COCC1.O.NN. Product: [Cl:1][C:2]1[CH:3]=[C:4]([C@@H:9]([C@H:21]2[CH2:25][CH2:24][CH2:23][N:22]2[CH3:26])[NH2:10])[CH:5]=[CH:6][C:7]=1[Cl:8]. The catalyst class is: 6.